Dataset: Full USPTO retrosynthesis dataset with 1.9M reactions from patents (1976-2016). Task: Predict the reactants needed to synthesize the given product. (1) Given the product [N:13]1([C:2]2[NH:10][C:9]3[C:4](=[N:5][CH:6]=[CH:7][CH:8]=3)[C:3]=2[C:11]#[N:12])[CH2:17][CH2:16][CH2:15][CH2:14]1, predict the reactants needed to synthesize it. The reactants are: Cl[C:2]1[NH:10][C:9]2[C:4](=[N:5][CH:6]=[CH:7][CH:8]=2)[C:3]=1[C:11]#[N:12].[NH:13]1[CH2:17][CH2:16][CH2:15][CH2:14]1.FC(F)(F)C(O)=O. (2) Given the product [BrH:34].[CH:1]1([CH2:4][N:5]([CH2:28][CH:29]2[CH2:33][CH2:32][O:31][CH2:30]2)[C:6]2[C:7]([O:26][CH3:27])=[N:8][N:9]3[C:13]([C:14]4[C:15]([O:24][CH3:25])=[CH:16][C:17]([C:18]#[N:19])=[CH:20][C:21]=4[O:22][CH3:23])=[CH:12][S:11][C:10]=23)[CH2:2][CH2:3]1, predict the reactants needed to synthesize it. The reactants are: [CH:1]1([CH2:4][N:5]([CH2:28][CH:29]2[CH2:33][CH2:32][O:31][CH2:30]2)[C:6]2[C:7]([O:26][CH3:27])=[N:8][N:9]3[C:13]([C:14]4[C:21]([O:22][CH3:23])=[CH:20][C:17]([C:18]#[N:19])=[CH:16][C:15]=4[O:24][CH3:25])=[CH:12][S:11][C:10]=23)[CH2:3][CH2:2]1.[BrH:34].